Dataset: Cav3 T-type calcium channel HTS with 100,875 compounds. Task: Binary Classification. Given a drug SMILES string, predict its activity (active/inactive) in a high-throughput screening assay against a specified biological target. (1) The compound is Fc1c(C2N(CCN(C)C)C(=O)C(O)=C2C(=O)c2occc2)cccc1. The result is 0 (inactive). (2) The molecule is S(=O)(=O)(NCCCc1ccccc1)c1ccccc1. The result is 0 (inactive). (3) The compound is Clc1cc(N2C(\C(C(=O)C2=O)=C(/O)c2ccccc2)c2c([N+]([O-])=O)cccc2)ccc1. The result is 0 (inactive).